From a dataset of Full USPTO retrosynthesis dataset with 1.9M reactions from patents (1976-2016). Predict the reactants needed to synthesize the given product. (1) Given the product [CH3:38][O:39][C:40]1[CH:47]=[CH:46][CH:45]=[CH:44][C:41]=1[C:42]1[N:10]([C:11]2[CH:16]=[CH:15][C:14]([N:17]3[C:23](=[O:24])[CH2:22][C:21](=[O:25])[NH:20][C:19]4[C:26]5[C:31]([CH:32]=[CH:33][C:18]3=4)=[CH:30][CH:29]=[CH:28][CH:27]=5)=[CH:13][CH:12]=2)[CH:6]=[CH:5][N:52]=1, predict the reactants needed to synthesize it. The reactants are: COC1C=CC=CC=1[CH2:5][C:6]1[N:10]([C:11]2[CH:16]=[CH:15][C:14]([N:17]3[C:23](=[O:24])[CH2:22][C:21](=[O:25])[NH:20][C:19]4[C:26]5[C:31]([CH:32]=[CH:33][C:18]3=4)=[CH:30][CH:29]=[CH:28][CH:27]=5)=[CH:13][CH:12]=2)N=NN=1.[CH3:38][O:39][C:40]1[CH:47]=[CH:46][CH:45]=[CH:44][C:41]=1[CH:42]=O.C(=O)([O-])[O-].[NH4+:52].[NH4+].C(C=O)=O. (2) The reactants are: [Br:1][C:2]1[C:7]([CH3:8])=[CH:6][C:5]([OH:9])=[CH:4][C:3]=1[CH3:10].[F:11][C:12]([F:25])([F:24])[S:13](O[S:13]([C:12]([F:25])([F:24])[F:11])(=[O:15])=[O:14])(=[O:15])=[O:14]. Given the product [Br:1][C:2]1[C:7]([CH3:8])=[CH:6][C:5]([O:9][S:13]([C:12]([F:25])([F:24])[F:11])(=[O:15])=[O:14])=[CH:4][C:3]=1[CH3:10], predict the reactants needed to synthesize it. (3) Given the product [N:17]1([NH:26][C:14]([C:11]2[CH:10]=[N:9][C:8]([C:4]3[CH:5]=[CH:6][CH:7]=[C:2]([F:1])[CH:3]=3)=[N:13][CH:12]=2)=[O:15])[C:25]2[C:20](=[N:21][CH:22]=[CH:23][CH:24]=2)[CH:19]=[CH:18]1, predict the reactants needed to synthesize it. The reactants are: [F:1][C:2]1[CH:3]=[C:4]([C:8]2[N:13]=[CH:12][C:11]([C:14](Cl)=[O:15])=[CH:10][N:9]=2)[CH:5]=[CH:6][CH:7]=1.[N:17]1([NH2:26])[C:25]2[C:20](=[N:21][CH:22]=[CH:23][CH:24]=2)[CH:19]=[CH:18]1.C([O-])([O-])=O.[K+].[K+]. (4) Given the product [NH2:1][C:2]1[C:32]([C:33]([F:36])([F:35])[F:34])=[CH:31][C:5]([CH2:6][CH:7]([C:8]2[N:46]([CH2:45][CH2:44][CH2:43][N:38]3[CH2:42][CH2:41][CH2:40][CH2:39]3)[C:47]3[CH:48]=[N:49][CH:50]=[CH:51][C:52]=3[N:53]=2)[CH2:10][C:11]([N:12]2[CH2:17][CH2:16][CH:15]([N:18]3[CH2:24][CH2:23][C:22]4[CH:25]=[CH:26][CH:27]=[CH:28][C:21]=4[NH:20][C:19]3=[O:29])[CH2:14][CH2:13]2)=[O:30])=[CH:4][C:3]=1[Cl:37], predict the reactants needed to synthesize it. The reactants are: [NH2:1][C:2]1[C:32]([C:33]([F:36])([F:35])[F:34])=[CH:31][C:5]([CH2:6][CH:7]([CH2:10][C:11](=[O:30])[N:12]2[CH2:17][CH2:16][CH:15]([N:18]3[CH2:24][CH2:23][C:22]4[CH:25]=[CH:26][CH:27]=[CH:28][C:21]=4[NH:20][C:19]3=[O:29])[CH2:14][CH2:13]2)[CH:8]=O)=[CH:4][C:3]=1[Cl:37].[N:38]1([CH2:43][CH2:44][CH2:45][NH:46][C:47]2[CH:48]=[N:49][CH:50]=[CH:51][C:52]=2[NH2:53])[CH2:42][CH2:41][CH2:40][CH2:39]1. (5) Given the product [Cl:1][C:2]1[CH:10]=[CH:9][C:8]2[N:7](/[CH:34]=[C:35](\[C:37]3[CH:42]=[CH:41][C:40]([Cl:43])=[CH:39][C:38]=3[Cl:44])/[CH3:36])[C:6]3[CH2:11][CH2:12][N:13]([CH3:16])[CH2:14][CH2:15][C:5]=3[C:4]=2[CH:3]=1, predict the reactants needed to synthesize it. The reactants are: [Cl:1][C:2]1[CH:10]=[CH:9][C:8]2[NH:7][C:6]3[CH2:11][CH2:12][N:13]([CH3:16])[CH2:14][CH2:15][C:5]=3[C:4]=2[CH:3]=1.N1CCC[C@H]1C(O)=O.[O-]P([O-])([O-])=O.[K+].[K+].[K+].Br[CH:34]=[C:35]([C:37]1[CH:42]=[CH:41][C:40]([Cl:43])=[CH:39][C:38]=1[Cl:44])[CH3:36]. (6) The reactants are: [CH3:1][O:2][C:3]1[CH:8]=[CH:7][C:6]([C:9]([C:36]2[CH:41]=[CH:40][C:39]([O:42][CH3:43])=[CH:38][CH:37]=2)([C:30]2[CH:35]=[CH:34][CH:33]=[CH:32][CH:31]=2)[NH:10][C:11]2[O:12][C@H:13]([C:26]([F:29])([F:28])[F:27])[CH2:14][C@:15]([C:18]3[CH:23]=[C:22](I)[CH:21]=[CH:20][C:19]=3[F:25])([CH3:17])[N:16]=2)=[CH:5][CH:4]=1.[CH3:44][O:45][C:46]1[CH:47]=[N:48][C:49]([C:52]#[C:53][Si](C)(C)C)=[N:50][CH:51]=1. Given the product [CH3:1][O:2][C:3]1[CH:8]=[CH:7][C:6]([C:9]([C:36]2[CH:41]=[CH:40][C:39]([O:42][CH3:43])=[CH:38][CH:37]=2)([C:30]2[CH:35]=[CH:34][CH:33]=[CH:32][CH:31]=2)[NH:10][C:11]2[O:12][C@H:13]([C:26]([F:29])([F:28])[F:27])[CH2:14][C@:15]([C:18]3[CH:23]=[C:22]([C:53]#[C:52][C:49]4[N:50]=[CH:51][C:46]([O:45][CH3:44])=[CH:47][N:48]=4)[CH:21]=[CH:20][C:19]=3[F:25])([CH3:17])[N:16]=2)=[CH:5][CH:4]=1, predict the reactants needed to synthesize it.